From a dataset of Forward reaction prediction with 1.9M reactions from USPTO patents (1976-2016). Predict the product of the given reaction. (1) Given the reactants Cl[C:2]1[C:3]([O:16][CH2:17][C@H:18]2[CH2:23][CH2:22][C@H:21]([CH3:24])[CH2:20][CH2:19]2)=[CH:4][C:5]([F:15])=[C:6]([CH:14]=1)[C:7]([O:9][C:10]([CH3:13])([CH3:12])[CH3:11])=[O:8].[CH:25]1(B(O)O)[CH2:27][CH2:26]1.P([O-])([O-])([O-])=O.[K+].[K+].[K+].F[B-](F)(F)F.C1(P(C2CCCCC2)C2CCCCC2)CCCCC1, predict the reaction product. The product is: [CH:25]1([C:2]2[C:3]([O:16][CH2:17][C@H:18]3[CH2:23][CH2:22][C@H:21]([CH3:24])[CH2:20][CH2:19]3)=[CH:4][C:5]([F:15])=[C:6]([CH:14]=2)[C:7]([O:9][C:10]([CH3:13])([CH3:12])[CH3:11])=[O:8])[CH2:27][CH2:26]1. (2) Given the reactants O[CH:2]1[C:8]2[CH:9]=[CH:10][C:11]([N:13]3[CH2:17][C@H:16]([CH2:18][NH:19][C:20](=[O:22])[CH3:21])[O:15][C:14]3=[O:23])=[CH:12][C:7]=2[CH2:6][CH2:5][CH2:4][CH2:3]1.C1(C)C=CC(S(O)(=O)=O)=CC=1.O, predict the reaction product. The product is: [CH:12]1[C:7]2[CH2:6][CH2:5][CH2:4][CH:3]=[CH:2][C:8]=2[CH:9]=[CH:10][C:11]=1[N:13]1[CH2:17][C@H:16]([CH2:18][NH:19][C:20](=[O:22])[CH3:21])[O:15][C:14]1=[O:23]. (3) Given the reactants [C:1]([C:5]1[N:6]=[C:7]([NH:10][C:11](=[O:25])[C:12]([S:15]([C:18]2[CH:19]=[N:20][C:21](Cl)=[CH:22][CH:23]=2)(=[O:17])=[O:16])([CH3:14])[CH3:13])[S:8][CH:9]=1)([CH3:4])([CH3:3])[CH3:2].C(=O)([O-])[O-].[K+].[K+].[NH:32]1[CH2:35][CH2:34][CH2:33]1, predict the reaction product. The product is: [N:32]1([C:21]2[N:20]=[CH:19][C:18]([S:15]([C:12]([CH3:14])([CH3:13])[C:11]([NH:10][C:7]3[S:8][CH:9]=[C:5]([C:1]([CH3:4])([CH3:3])[CH3:2])[N:6]=3)=[O:25])(=[O:17])=[O:16])=[CH:23][CH:22]=2)[CH2:35][CH2:34][CH2:33]1. (4) Given the reactants [Br:1][C:2]1[CH:7]=[C:6](F)[CH:5]=[C:4]([F:9])[CH:3]=1.CS(CCO)(=O)=[O:12].CC(C)([O-])C.[K+], predict the reaction product. The product is: [Br:1][C:2]1[CH:7]=[C:6]([OH:12])[CH:5]=[C:4]([F:9])[CH:3]=1.